From a dataset of Full USPTO retrosynthesis dataset with 1.9M reactions from patents (1976-2016). Predict the reactants needed to synthesize the given product. (1) Given the product [CH3:1][C:2]1[CH:7]=[C:6]([OH:8])[CH:5]=[C:4]2[CH2:9][CH2:10][C@:11]([CH2:14][CH2:15][CH2:16][C@@H:17]([CH2:19][CH2:20][CH2:21][C@@H:22]([CH2:24][CH2:25][CH2:26][CH:27]([CH3:29])[CH3:28])[CH3:23])[CH3:18])([CH3:13])[O:12][C:3]=12.[CH2:30]1[CH2:34][C:33]([CH2:41][C:39]([OH:38])=[O:40])([CH2:35][C:36]([OH:43])=[O:37])[CH2:32][CH2:31]1, predict the reactants needed to synthesize it. The reactants are: [CH3:1][C:2]1[CH:7]=[C:6]([OH:8])[CH:5]=[C:4]2[CH2:9][CH2:10][C@:11]([CH2:14][CH2:15][CH2:16][C@@H:17]([CH2:19][CH2:20][CH2:21][C@@H:22]([CH2:24][CH2:25][CH2:26][CH:27]([CH3:29])[CH3:28])[CH3:23])[CH3:18])([CH3:13])[O:12][C:3]=12.[CH2:30]1[CH2:34][C:33]2([CH2:41][C:39](=[O:40])[O:38][C:36](=[O:37])[CH2:35]2)[CH2:32][CH2:31]1.C(=O)([O-])[O-:43].[Cs+].[Cs+].CN(C)C=O. (2) Given the product [CH3:1][O:2][C:3]([CH:4]1[CH2:8][CH:7]([O:9][S:25]([C:22]2[CH:23]=[CH:24][C:19]([CH3:18])=[CH:20][CH:21]=2)(=[O:27])=[O:26])[CH2:6][N:5]1[C:10]([O:12][C:13]([CH3:14])([CH3:16])[CH3:15])=[O:11])=[O:17], predict the reactants needed to synthesize it. The reactants are: [CH3:1][O:2][C:3](=[O:17])[C@@H:4]1[CH2:8][C@@H:7]([OH:9])[CH2:6][N:5]1[C:10]([O:12][C:13]([CH3:16])([CH3:15])[CH3:14])=[O:11].[CH3:18][C:19]1[CH:24]=[CH:23][C:22]([S:25](Cl)(=[O:27])=[O:26])=[CH:21][CH:20]=1. (3) Given the product [CH2:1]([O:3][C:4]([C:6]1([C:9]2[CH:14]=[CH:13][C:12]([C:15]3[CH:16]=[CH:17][C:18]([C:21]4[O:25][N:24]=[C:23]([CH3:26])[C:22]=4[CH2:27][CH2:28][C:29](=[O:30])[N:33]([CH3:32])[C@H:34]([C:36]4[CH:41]=[CH:40][CH:39]=[CH:38][CH:37]=4)[CH3:35])=[CH:19][CH:20]=3)=[CH:11][CH:10]=2)[CH2:7][CH2:8]1)=[O:5])[CH3:2], predict the reactants needed to synthesize it. The reactants are: [CH2:1]([O:3][C:4]([C:6]1([C:9]2[CH:14]=[CH:13][C:12]([C:15]3[CH:20]=[CH:19][C:18]([C:21]4[O:25][N:24]=[C:23]([CH3:26])[C:22]=4[CH2:27][CH2:28][C:29](O)=[O:30])=[CH:17][CH:16]=3)=[CH:11][CH:10]=2)[CH2:8][CH2:7]1)=[O:5])[CH3:2].[CH3:32][NH:33][C@H:34]([C:36]1[CH:41]=[CH:40][CH:39]=[CH:38][CH:37]=1)[CH3:35].